From a dataset of Forward reaction prediction with 1.9M reactions from USPTO patents (1976-2016). Predict the product of the given reaction. (1) Given the reactants [Br:1][C:2]1[CH:7]=[C:6]([CH2:8][C:9](=[O:11])[CH3:10])[CH:5]=[CH:4][N:3]=1.CCN(CC)CC.[C:19](=[N:27]O)(Cl)[C:20]1[CH:25]=[CH:24][CH:23]=[CH:22][CH:21]=1, predict the reaction product. The product is: [Br:1][C:2]1[CH:7]=[C:6]([C:8]2[C:19]([C:20]3[CH:25]=[CH:24][CH:23]=[CH:22][CH:21]=3)=[N:27][O:11][C:9]=2[CH3:10])[CH:5]=[CH:4][N:3]=1. (2) Given the reactants [Cl:1][C:2]1[C:11]2[C:6](=[CH:7][CH:8]=[C:9]([S:12](Cl)(=[O:14])=[O:13])[CH:10]=2)[CH:5]=[N:4][CH:3]=1.[NH3:16], predict the reaction product. The product is: [Cl:1][C:2]1[C:11]2[C:6](=[CH:7][CH:8]=[C:9]([S:12]([NH2:16])(=[O:14])=[O:13])[CH:10]=2)[CH:5]=[N:4][CH:3]=1. (3) Given the reactants Br[C:2]12[CH2:11][CH:6]3[CH2:7][CH:8]([CH2:10][C:4]([C:12]45[CH2:21][CH:16]6[CH2:17][CH:18]([CH2:20][C:14](Br)([CH2:15]6)[CH2:13]4)[CH2:19]5)([CH2:5]3)[CH2:3]1)[CH2:9]2.[C:23]1([OH:29])[CH:28]=[CH:27][CH:26]=[CH:25][CH:24]=1, predict the reaction product. The product is: [OH:29][C:23]1[CH:28]=[CH:27][C:26]([C:2]23[CH2:9][CH:8]4[CH2:7][CH:6]([CH2:5][C:4]([C:12]56[CH2:21][CH:16]7[CH2:17][CH:18]([CH2:20][C:14]([C:26]8[CH:27]=[CH:28][C:23]([OH:29])=[CH:24][CH:25]=8)([CH2:15]7)[CH2:13]5)[CH2:19]6)([CH2:10]4)[CH2:3]2)[CH2:11]3)=[CH:25][CH:24]=1. (4) Given the reactants Br[C:2]1[C:3]([C:7]#[N:8])=[N:4][NH:5][CH:6]=1.CC1(C)C2C(=C(P(C3C=CC=CC=3)C3C=CC=CC=3)C=CC=2)OC2C(P(C3C=CC=CC=3)C3C=CC=CC=3)=CC=CC1=2.CCN(C(C)C)C(C)C.[Cl:60][C:61]1[CH:66]=[CH:65][C:64]([SH:67])=[CH:63][CH:62]=1, predict the reaction product. The product is: [Cl:60][C:61]1[CH:66]=[CH:65][C:64]([S:67][C:2]2[C:3]([C:7]#[N:8])=[N:4][NH:5][CH:6]=2)=[CH:63][CH:62]=1. (5) Given the reactants [F:8][C:7]([F:10])([F:9])[C:6](O[C:6](=[O:11])[C:7]([F:10])([F:9])[F:8])=[O:11].[NH2:14][C:15]1[C:19]([Cl:20])=[CH:18][S:17][CH:16]=1.C(N(CC)CC)C, predict the reaction product. The product is: [Cl:20][C:19]1[C:15]([NH:14][C:6](=[O:11])[C:7]([F:8])([F:9])[F:10])=[CH:16][S:17][CH:18]=1. (6) Given the reactants Br[CH2:2][CH2:3][C:4]1[CH:9]=[CH:8][CH:7]=[CH:6][CH:5]=1.[Mg].[C:11]1([CH2:17][CH2:18][CH:19]=[O:20])[CH:16]=[CH:15][CH:14]=[CH:13][CH:12]=1, predict the reaction product. The product is: [C:4]1([CH2:3][CH2:2][CH:19]([OH:20])[CH2:18][CH2:17][C:11]2[CH:16]=[CH:15][CH:14]=[CH:13][CH:12]=2)[CH:9]=[CH:8][CH:7]=[CH:6][CH:5]=1. (7) Given the reactants [CH2:1]([C:8]1[CH:9]=[C:10](Br)[CH:11]=[CH:12][CH:13]=1)[C:2]1[CH:7]=[CH:6][CH:5]=[CH:4][CH:3]=1.C([Li])CCC.CON(C)[C:23](=[O:25])[CH3:24], predict the reaction product. The product is: [CH2:1]([C:8]1[CH:9]=[C:10]([C:23](=[O:25])[CH3:24])[CH:11]=[CH:12][CH:13]=1)[C:2]1[CH:7]=[CH:6][CH:5]=[CH:4][CH:3]=1.